Dataset: Full USPTO retrosynthesis dataset with 1.9M reactions from patents (1976-2016). Task: Predict the reactants needed to synthesize the given product. (1) Given the product [C:30]([O:31][CH2:27][C:26](=[O:29])[C:5]1[C@:21]2([CH3:22])[CH:8]([CH:9]3[C:18](=[CH:19][CH2:20]2)[C@:17]2([CH3:23])[C:12](=[CH:13][C:14](=[O:24])[CH:15]=[CH:16]2)[C@@H:11]([CH3:25])[CH2:10]3)[CH2:7][CH:6]=1)(=[O:33])[CH3:36], predict the reactants needed to synthesize it. The reactants are: C(O[C:5]1([C:26](=[O:29])[CH2:27]O)[C@:21]2([CH3:22])[CH:8]([CH:9]3[C:18](=[CH:19][CH2:20]2)[C@:17]2([CH3:23])[C:12](=[CH:13][C:14](=[O:24])[CH:15]=[CH:16]2)[C@@H:11]([CH3:25])[CH2:10]3)[CH2:7][CH2:6]1)(=O)C.[C:30](=[O:33])([O-])[O-:31].[K+].[K+].[CH3:36]N(C)C=O. (2) Given the product [C:29]1([C:35]2[CH:36]=[CH:37][CH:38]=[CH:39][CH:40]=2)[CH:34]=[CH:33][C:32]([O:1][C@H:2]([C:23]2[CH:24]=[CH:25][CH:26]=[CH:27][CH:28]=2)[CH2:3][CH2:4][N:5]2[CH2:10][CH2:9][CH:8]([C:11]3[CH:12]=[C:13]([NH:17][C:18](=[O:22])[CH:19]([CH3:21])[CH3:20])[CH:14]=[CH:15][CH:16]=3)[CH2:7][CH2:6]2)=[CH:31][CH:30]=1, predict the reactants needed to synthesize it. The reactants are: [OH:1][C@@H:2]([C:23]1[CH:28]=[CH:27][CH:26]=[CH:25][CH:24]=1)[CH2:3][CH2:4][N:5]1[CH2:10][CH2:9][CH:8]([C:11]2[CH:12]=[C:13]([NH:17][C:18](=[O:22])[CH:19]([CH3:21])[CH3:20])[CH:14]=[CH:15][CH:16]=2)[CH2:7][CH2:6]1.[C:29]1([C:35]2[CH:40]=[CH:39][C:38](O)=[CH:37][CH:36]=2)[CH:34]=[CH:33][CH:32]=[CH:31][CH:30]=1.C1(P(C2C=CC=CC=2)C2C=CC=CC=2)C=CC=CC=1.N(C(OCC)=O)=NC(OCC)=O.N. (3) The reactants are: [CH3:1][C:2]1[CH:15]=[C:14]([N+:16]([O-:18])=[O:17])[CH:13]=[CH:12][C:3]=1[O:4][C:5]1[CH:6]=[C:7]([OH:11])[CH:8]=[CH:9][CH:10]=1.Br[CH2:20][CH2:21][O:22][CH3:23].C(=O)([O-])[O-].[K+].[K+]. Given the product [CH3:23][O:22][CH2:21][CH2:20][O:11][C:7]1[CH:6]=[C:5]([CH:10]=[CH:9][CH:8]=1)[O:4][C:3]1[CH:12]=[CH:13][C:14]([N+:16]([O-:18])=[O:17])=[CH:15][C:2]=1[CH3:1], predict the reactants needed to synthesize it. (4) Given the product [CH2:12]([O:1][C:2]1[CH:9]=[CH:8][C:5]([CH2:6][OH:7])=[CH:4][CH:3]=1)[CH2:13][CH3:14], predict the reactants needed to synthesize it. The reactants are: [OH:1][C:2]1[CH:9]=[CH:8][C:5]([CH2:6][OH:7])=[CH:4][CH:3]=1.[OH-].[K+].[CH3:12][CH2:13][CH2:14]Br.O. (5) Given the product [F:1][C:2]1[C:3](/[C:22](=[N:20]\[OH:21])/[CH3:23])=[N:4][CH:5]=[C:6]([F:8])[CH:7]=1, predict the reactants needed to synthesize it. The reactants are: [F:1][C:2]1[C:3](C#N)=[N:4][CH:5]=[C:6]([F:8])[CH:7]=1.C[Mg]Br.C(=O)(O)[O-].[Na+].Cl.[NH2:20][OH:21].[C:22]([O-])(=O)[CH3:23].[Na+]. (6) Given the product [F:1][C:2]1[CH:7]=[CH:6][C:5]2[S:8][C:9]3[CH2:14][CH2:13][CH:12]([C:15]([O:17][CH2:18][CH3:19])=[O:16])[CH2:11][C:10]=3[C:4]=2[CH:3]=1, predict the reactants needed to synthesize it. The reactants are: [F:1][C:2]1[CH:7]=[CH:6][C:5]([S:8][CH:9]2[CH2:14][CH2:13][CH:12]([C:15]([O:17][CH2:18][CH3:19])=[O:16])[CH2:11][C:10]2=O)=[CH:4][CH:3]=1.[Al+3].[Cl-].[Cl-].[Cl-].Cl.